The task is: Predict the reactants needed to synthesize the given product.. This data is from Full USPTO retrosynthesis dataset with 1.9M reactions from patents (1976-2016). (1) Given the product [C:28]([C:2]1[C:7]([CH2:8][N:9]2[C:10](=[O:19])[C:11]3[C:16](=[CH:15][CH:14]=[CH:13][CH:12]=3)[C:17]2=[O:18])=[C:6]([F:20])[C:5]([O:21][CH2:22][CH3:23])=[C:4]([O:24][CH2:25][CH3:26])[CH:3]=1)#[N:29], predict the reactants needed to synthesize it. The reactants are: Br[C:2]1[C:7]([CH2:8][N:9]2[C:17](=[O:18])[C:16]3[C:11](=[CH:12][CH:13]=[CH:14][CH:15]=3)[C:10]2=[O:19])=[C:6]([F:20])[C:5]([O:21][CH2:22][CH3:23])=[C:4]([O:24][CH2:25][CH3:26])[CH:3]=1.[Cu](C#N)[C:28]#[N:29]. (2) Given the product [CH3:3][O:4][C:5]([C:7]1[N:11]([NH2:29])[C:10]([C:12]([O:14][CH2:15][CH3:16])=[O:13])=[CH:9][CH:8]=1)=[O:6], predict the reactants needed to synthesize it. The reactants are: [H-].[Na+].[CH3:3][O:4][C:5]([C:7]1[NH:11][C:10]([C:12]([O:14][CH2:15][CH3:16])=[O:13])=[CH:9][CH:8]=1)=[O:6].CC1C=C(C)C=C(C)C=1S([NH:29]O)(=O)=O. (3) Given the product [NH2:1][C:2]1[CH:3]=[CH:4][C:5]([CH:6]([C:8]2[CH:9]=[CH:10][CH:11]=[CH:12][CH:13]=2)[OH:7])=[CH:14][CH:15]=1, predict the reactants needed to synthesize it. The reactants are: [NH2:1][C:2]1[CH:15]=[CH:14][C:5]([C:6]([C:8]2[CH:13]=[CH:12][CH:11]=[CH:10][CH:9]=2)=[O:7])=[CH:4][CH:3]=1.[BH4-].[Na+].[Cl-].[NH4+]. (4) The reactants are: [CH3:1][O:2][C:3](=[O:17])[C:4]1[CH:9]=[CH:8][CH:7]=[C:6]([C:10](=O)[CH2:11][CH2:12][C:13](=O)[CH3:14])[CH:5]=1.Cl.[CH2:19]([O:26][C:27]1[CH:33]=[CH:32][CH:31]=[CH:30][C:28]=1[NH2:29])[C:20]1[CH:25]=[CH:24][CH:23]=[CH:22][CH:21]=1.C(N(CC)CC)C. Given the product [CH3:1][O:2][C:3](=[O:17])[C:4]1[CH:9]=[CH:8][CH:7]=[C:6]([C:10]2[N:29]([C:28]3[CH:30]=[CH:31][CH:32]=[CH:33][C:27]=3[O:26][CH2:19][C:20]3[CH:21]=[CH:22][CH:23]=[CH:24][CH:25]=3)[C:13]([CH3:14])=[CH:12][CH:11]=2)[CH:5]=1, predict the reactants needed to synthesize it.